From a dataset of NCI-60 drug combinations with 297,098 pairs across 59 cell lines. Regression. Given two drug SMILES strings and cell line genomic features, predict the synergy score measuring deviation from expected non-interaction effect. (1) Drug 1: CN(CC1=CN=C2C(=N1)C(=NC(=N2)N)N)C3=CC=C(C=C3)C(=O)NC(CCC(=O)O)C(=O)O. Drug 2: CCC(=C(C1=CC=CC=C1)C2=CC=C(C=C2)OCCN(C)C)C3=CC=CC=C3.C(C(=O)O)C(CC(=O)O)(C(=O)O)O. Cell line: NCI-H226. Synergy scores: CSS=7.32, Synergy_ZIP=-5.50, Synergy_Bliss=-0.730, Synergy_Loewe=-21.5, Synergy_HSA=-1.72. (2) Drug 1: C1CC(=O)NC(=O)C1N2CC3=C(C2=O)C=CC=C3N. Drug 2: CCC1=C2CN3C(=CC4=C(C3=O)COC(=O)C4(CC)O)C2=NC5=C1C=C(C=C5)O. Cell line: UACC62. Synergy scores: CSS=28.0, Synergy_ZIP=1.15, Synergy_Bliss=1.52, Synergy_Loewe=-13.3, Synergy_HSA=1.79. (3) Drug 1: CNC(=O)C1=CC=CC=C1SC2=CC3=C(C=C2)C(=NN3)C=CC4=CC=CC=N4. Drug 2: C1=CC(=CC=C1C#N)C(C2=CC=C(C=C2)C#N)N3C=NC=N3. Cell line: UACC-257. Synergy scores: CSS=3.65, Synergy_ZIP=1.54, Synergy_Bliss=3.43, Synergy_Loewe=2.12, Synergy_HSA=1.97.